Dataset: Peptide-MHC class I binding affinity with 185,985 pairs from IEDB/IMGT. Task: Regression. Given a peptide amino acid sequence and an MHC pseudo amino acid sequence, predict their binding affinity value. This is MHC class I binding data. (1) The binding affinity (normalized) is 0.0788. The MHC is Mamu-A2201 with pseudo-sequence Mamu-A2201. The peptide sequence is RGGGPEVTF. (2) The peptide sequence is AYDHGNVIL. The MHC is HLA-B46:01 with pseudo-sequence HLA-B46:01. The binding affinity (normalized) is 0.0847. (3) The peptide sequence is GMSPSYVKYRY. The MHC is Mamu-B01 with pseudo-sequence Mamu-B01. The binding affinity (normalized) is 0. (4) The MHC is HLA-A26:01 with pseudo-sequence HLA-A26:01. The binding affinity (normalized) is 0. The peptide sequence is FPVRPQVPLR. (5) The peptide sequence is ATVKNVVLR. The MHC is HLA-A11:01 with pseudo-sequence HLA-A11:01. The binding affinity (normalized) is 0.631.